From a dataset of Reaction yield outcomes from USPTO patents with 853,638 reactions. Predict the reaction yield, written as a fraction of the theoretical maximum amount of product (1.0 means a 100% yield; for example, 0.34 means a 34% yield). The reactants are [C:1]1([NH:7][C:8]2[CH:13]=[CH:12][CH:11]=[CH:10][CH:9]=2)[CH:6]=[CH:5][CH:4]=[CH:3][CH:2]=1.F[C:15]1[CH:23]=[CH:22][CH:21]=[CH:20][C:16]=1[C:17]([OH:19])=[O:18].[NH2-].[Li+]. The catalyst is C1COCC1. The product is [C:8]1([N:7]([C:1]2[CH:2]=[CH:3][CH:4]=[CH:5][CH:6]=2)[C:15]2[CH:23]=[CH:22][CH:21]=[CH:20][C:16]=2[C:17]([OH:19])=[O:18])[CH:9]=[CH:10][CH:11]=[CH:12][CH:13]=1. The yield is 0.680.